The task is: Predict the reactants needed to synthesize the given product.. This data is from Full USPTO retrosynthesis dataset with 1.9M reactions from patents (1976-2016). (1) Given the product [OH:17][C@:14]1([CH3:23])[C:13]([CH3:19])([CH3:18])[C:12](=[O:20])[N:11]([C:9]2[CH:8]=[CH:7][C:4]([C:5]#[N:6])=[C:3]([C:2]([F:21])([F:1])[F:22])[CH:10]=2)[C@@H:15]1[CH3:16], predict the reactants needed to synthesize it. The reactants are: [F:1][C:2]([F:22])([F:21])[C:3]1[CH:10]=[C:9]([N:11]2[CH:15]([CH3:16])[C:14](=[O:17])[C:13]([CH3:19])([CH3:18])[C:12]2=[O:20])[CH:8]=[CH:7][C:4]=1[C:5]#[N:6].[CH3:23][Mg]Br.C1COCC1. (2) The reactants are: [Br:1][C:2]1[CH:7]=[CH:6][C:5]([CH:8]([C:12]2[CH:17]=[CH:16][CH:15]=[CH:14][CH:13]=2)[C:9]([OH:11])=[O:10])=[CH:4][CH:3]=1.S(=O)(=O)(O)O.[CH3:23]O. Given the product [Br:1][C:2]1[CH:3]=[CH:4][C:5]([CH:8]([C:12]2[CH:13]=[CH:14][CH:15]=[CH:16][CH:17]=2)[C:9]([O:11][CH3:23])=[O:10])=[CH:6][CH:7]=1, predict the reactants needed to synthesize it. (3) Given the product [CH2:1]([O:3][C:4]([C:6]1[CH:7]=[C:8]2[N:13]([C:14]=1[C:18]1[CH:23]=[CH:22][CH:21]=[C:20]([F:24])[CH:19]=1)[CH:12]=[CH:11][C:10]([CH2:15][OH:16])=[CH:9]2)=[O:5])[CH3:2], predict the reactants needed to synthesize it. The reactants are: [CH2:1]([O:3][C:4]([C:6]1[CH:7]=[C:8]2[N:13]([CH:14]=1)[CH:12]=[CH:11][C:10]([CH2:15][OH:16])=[CH:9]2)=[O:5])[CH3:2].Br[C:18]1[CH:23]=[CH:22][CH:21]=[C:20]([F:24])[CH:19]=1.